This data is from Reaction yield outcomes from USPTO patents with 853,638 reactions. The task is: Predict the reaction yield, written as a fraction of the theoretical maximum amount of product (1.0 means a 100% yield; for example, 0.34 means a 34% yield). The reactants are [CH3:1][C:2]1[O:6][N:5]=[C:4]([C:7]2[CH:12]=[CH:11][CH:10]=[CH:9][CH:8]=2)[C:3]=1[CH2:13][O:14][C:15]1[CH:23]=[CH:22][C:18]([C:19]([OH:21])=O)=[CH:17][N:16]=1.[F:24][C:25]1[CH:31]=[CH:30][C:28]([NH2:29])=[CH:27][CH:26]=1. No catalyst specified. The product is [F:24][C:25]1[CH:31]=[CH:30][C:28]([NH:29][C:19](=[O:21])[C:18]2[CH:22]=[CH:23][C:15]([O:14][CH2:13][C:3]3[C:4]([C:7]4[CH:8]=[CH:9][CH:10]=[CH:11][CH:12]=4)=[N:5][O:6][C:2]=3[CH3:1])=[N:16][CH:17]=2)=[CH:27][CH:26]=1. The yield is 0.840.